Dataset: Full USPTO retrosynthesis dataset with 1.9M reactions from patents (1976-2016). Task: Predict the reactants needed to synthesize the given product. (1) Given the product [C:23]1([CH3:28])[CH:22]=[CH:21][C:26]([O:27][C:15]2[CH:16]=[CH:17][C:12]([C:11]([NH:10][C:5]3[CH:6]=[CH:7][CH:8]=[CH:9][C:4]=3[C:3]([OH:2])=[O:20])=[O:19])=[CH:13][CH:14]=2)=[CH:25][CH:24]=1, predict the reactants needed to synthesize it. The reactants are: C[O:2][C:3](=[O:20])[C:4]1[CH:9]=[CH:8][CH:7]=[CH:6][C:5]=1[NH:10][C:11](=[O:19])[C:12]1[CH:17]=[CH:16][C:15](I)=[CH:14][CH:13]=1.[CH:21]1[C:26]([OH:27])=[CH:25][CH:24]=[C:23]([CH3:28])[CH:22]=1. (2) Given the product [CH2:10]([NH:13][C:3]1[C:2]([Br:1])=[CH:7][N:6]=[C:5]([Cl:8])[N:4]=1)[CH:11]=[CH2:12], predict the reactants needed to synthesize it. The reactants are: [Br:1][C:2]1[C:3](Cl)=[N:4][C:5]([Cl:8])=[N:6][CH:7]=1.[CH2:10]([NH2:13])[CH:11]=[CH2:12].C(N(C(C)C)CC)(C)C. (3) Given the product [F:15][C:16]1[CH:23]=[C:22]([N:24]2[CH:28]=[C:27]([CH3:29])[N:26]=[CH:25]2)[C:21]([O:30][CH3:31])=[CH:20][C:17]=1[CH:18]=[O:3], predict the reactants needed to synthesize it. The reactants are: [H-].C[O:3]CCO[Al+]OCCOC.[Na+].[H-].[F:15][C:16]1[CH:23]=[C:22]([N:24]2[CH:28]=[C:27]([CH3:29])[N:26]=[CH:25]2)[C:21]([O:30][CH3:31])=[CH:20][C:17]=1[C:18]#N.O.[OH-].[Na+].